Dataset: Peptide-MHC class II binding affinity with 134,281 pairs from IEDB. Task: Regression. Given a peptide amino acid sequence and an MHC pseudo amino acid sequence, predict their binding affinity value. This is MHC class II binding data. (1) The peptide sequence is AARLFKAFILDGDKL. The MHC is HLA-DPA10103-DPB10401 with pseudo-sequence HLA-DPA10103-DPB10401. The binding affinity (normalized) is 0.307. (2) The peptide sequence is RWFHERGYVKLEGRV. The MHC is DRB3_0202 with pseudo-sequence DRB3_0202. The binding affinity (normalized) is 0. (3) The peptide sequence is LSEMKEAFHGLDVKF. The MHC is DRB1_1101 with pseudo-sequence DRB1_1101. The binding affinity (normalized) is 0.495. (4) The peptide sequence is SELPDFLAKKGGEAM. The MHC is DRB1_1101 with pseudo-sequence DRB1_1101. The binding affinity (normalized) is 0.596. (5) The peptide sequence is YTKFLANVSTVLTGK. The MHC is DRB1_1302 with pseudo-sequence DRB1_1302. The binding affinity (normalized) is 0.855. (6) The peptide sequence is KKPLRPRWCDERVSS. The MHC is HLA-DQA10303-DQB10402 with pseudo-sequence HLA-DQA10303-DQB10402. The binding affinity (normalized) is 0.220. (7) The peptide sequence is VLSYVIGLLPQDMVI. The MHC is DRB1_1101 with pseudo-sequence DRB1_1101. The binding affinity (normalized) is 0.471. (8) The peptide sequence is APYVAWMRATAIQAE. The MHC is DRB1_0404 with pseudo-sequence DRB1_0404. The binding affinity (normalized) is 0.112. (9) The peptide sequence is CKELLNYCVSLFNRG. The MHC is DRB1_0101 with pseudo-sequence DRB1_0101. The binding affinity (normalized) is 0.746. (10) The peptide sequence is RILDGIRSIDFERVG. The MHC is H-2-IAb with pseudo-sequence H-2-IAb. The binding affinity (normalized) is 0.